From a dataset of Catalyst prediction with 721,799 reactions and 888 catalyst types from USPTO. Predict which catalyst facilitates the given reaction. (1) Reactant: [CH3:1][S:2]([O:5][CH2:6][CH2:7][N:8]([CH2:33][CH2:34][Br:35])[C:9]1[C:14]([C:15]([NH:17][CH2:18][CH2:19][O:20]C2CCCCO2)=[O:16])=[CH:13][C:12]([N+:27]([O-:29])=[O:28])=[CH:11][C:10]=1[N+:30]([O-:32])=[O:31])(=[O:4])=[O:3].CS(O)(=O)=O. Product: [CH3:1][S:2]([O:5][CH2:6][CH2:7][N:8]([CH2:33][CH2:34][Br:35])[C:9]1[C:10]([N+:30]([O-:32])=[O:31])=[CH:11][C:12]([N+:27]([O-:29])=[O:28])=[CH:13][C:14]=1[C:15]([NH:17][CH2:18][CH2:19][OH:20])=[O:16])(=[O:3])=[O:4]. The catalyst class is: 5. (2) Product: [CH2:3]([N:10]1[CH2:15][CH2:14][N:13]([C:16]2[C:17]3[S:33][CH:32]=[CH:31][C:18]=3[NH:19][N:20]=2)[CH2:12][CH2:11]1)[C:4]1[CH:5]=[CH:6][CH:7]=[CH:8][CH:9]=1. The catalyst class is: 5. Reactant: [OH-].[K+].[CH2:3]([N:10]1[CH2:15][CH2:14][N:13]([C:16]2[C:17]3[S:33][CH:32]=[CH:31][C:18]=3[N:19](S(C3C=CC(C)=CC=3)(=O)=O)[N:20]=2)[CH2:12][CH2:11]1)[C:4]1[CH:9]=[CH:8][CH:7]=[CH:6][CH:5]=1. (3) Reactant: Br[C:2]1[CH:3]=[C:4]([CH3:17])[C:5]([NH:8][C:9](=[O:16])[CH2:10][N:11]2[CH2:15][CH2:14][CH2:13][CH2:12]2)=[N:6][CH:7]=1.[C:18]([Si:20]([CH3:23])([CH3:22])[CH3:21])#[CH:19].N1CCCCC1. Product: [CH3:17][C:4]1[C:5]([NH:8][C:9](=[O:16])[CH2:10][N:11]2[CH2:15][CH2:14][CH2:13][CH2:12]2)=[N:6][CH:7]=[C:2]([C:19]#[C:18][Si:20]([CH3:23])([CH3:22])[CH3:21])[CH:3]=1. The catalyst class is: 20. (4) Reactant: [CH2:1]([C:3]1[NH:4][CH:5]=[C:6]([CH:11](O)[C:12]([F:15])([F:14])[F:13])[C:7](=[O:10])[C:8]=1[OH:9])[CH3:2].S(Cl)([Cl:19])=O. Product: [ClH:19].[Cl:19][CH:11]([C:6]1[C:7](=[O:10])[C:8]([OH:9])=[C:3]([CH2:1][CH3:2])[NH:4][CH:5]=1)[C:12]([F:15])([F:14])[F:13]. The catalyst class is: 23. (5) Reactant: Br[C:2]1[CH:3]=[C:4]([CH:25]=[CH:26][N:27]=1)[C:5]([NH:7][C:8]1[S:9][C:10]2[C:16]([N:17]3[CH2:22][CH2:21][O:20][CH2:19][CH2:18]3)=[CH:15][CH:14]=[C:13]([O:23][CH3:24])[C:11]=2[N:12]=1)=[O:6].C(=O)([O-])[O-].[Cs+].[Cs+].Cl.[CH2:35]([O:37][CH:38]1[CH2:41][NH:40][CH2:39]1)[CH3:36]. Product: [CH2:35]([O:37][CH:38]1[CH2:41][N:40]([C:2]2[CH:3]=[C:4]([CH:25]=[CH:26][N:27]=2)[C:5]([NH:7][C:8]2[S:9][C:10]3[C:16]([N:17]4[CH2:22][CH2:21][O:20][CH2:19][CH2:18]4)=[CH:15][CH:14]=[C:13]([O:23][CH3:24])[C:11]=3[N:12]=2)=[O:6])[CH2:39]1)[CH3:36]. The catalyst class is: 37. (6) Reactant: Cl.[NH2:2][OH:3].C(=O)(O)[O-].[Na+].[CH3:9][O:10][C:11]1[CH:18]=[CH:17][C:14]([CH:15]=O)=[C:13]([CH3:19])[CH:12]=1. Product: [CH3:9][O:10][C:11]1[CH:18]=[CH:17][C:14]([CH:15]=[N:2][OH:3])=[C:13]([CH3:19])[CH:12]=1. The catalyst class is: 72. (7) Reactant: [N:1]1[CH:5]=[C:4]([CH2:6][CH2:7][N:8]2[CH:13]([C:14]3[C:19]([CH3:20])=[CH:18][CH:17]=[CH:16][N:15]=3)[CH2:12][CH2:11][CH2:10][CH:9]2[C:21]2[C:26]([CH3:27])=[CH:25][CH:24]=[CH:23][N:22]=2)[NH:3][CH:2]=1.[H-].[Na+].[CH2:30](Br)[CH:31]=[CH2:32]. Product: [CH2:32]([N:1]1[CH:5]=[C:4]([CH2:6][CH2:7][N:8]2[CH:9]([C:21]3[C:26]([CH3:27])=[CH:25][CH:24]=[CH:23][N:22]=3)[CH2:10][CH2:11][CH2:12][CH:13]2[C:14]2[C:19]([CH3:20])=[CH:18][CH:17]=[CH:16][N:15]=2)[N:3]=[CH:2]1)[CH:31]=[CH2:30]. The catalyst class is: 1. (8) Reactant: [CH3:1][O:2][CH2:3][CH2:4][CH2:5][O:6][C:7]1[CH:12]=[CH:11][CH:10]=[CH:9][C:8]=1[N+:13]([O-])=O.C([O-])=O.[NH4+]. Product: [CH3:1][O:2][CH2:3][CH2:4][CH2:5][O:6][C:7]1[CH:12]=[CH:11][CH:10]=[CH:9][C:8]=1[NH2:13]. The catalyst class is: 19.